From a dataset of Forward reaction prediction with 1.9M reactions from USPTO patents (1976-2016). Predict the product of the given reaction. (1) The product is: [C:30]([C:33]1[CH:38]=[C:37]([CH:36]=[CH:35][CH:34]=1)[O:29][CH:8]([C:5]1[CH:4]=[CH:3][C:2]([Cl:1])=[CH:7][CH:6]=1)[CH2:9][CH2:10][N:11]1[CH2:16][CH2:15][CH:14]([C:17]2[CH:18]=[C:19]([NH:23][C:24](=[O:28])[CH:25]([CH3:26])[CH3:27])[CH:20]=[CH:21][CH:22]=2)[CH2:13][CH2:12]1)(=[O:32])[CH3:31]. Given the reactants [Cl:1][C:2]1[CH:7]=[CH:6][C:5]([CH:8]([OH:29])[CH2:9][CH2:10][N:11]2[CH2:16][CH2:15][CH:14]([C:17]3[CH:18]=[C:19]([NH:23][C:24](=[O:28])[CH:25]([CH3:27])[CH3:26])[CH:20]=[CH:21][CH:22]=3)[CH2:13][CH2:12]2)=[CH:4][CH:3]=1.[C:30]([C:33]1[CH:34]=[C:35](O)[CH:36]=[CH:37][CH:38]=1)(=[O:32])[CH3:31], predict the reaction product. (2) Given the reactants [Br:1][C:2]1[C:7]([O:8][CH3:9])=[C:6]([Cl:10])[C:5]([NH:11][C:12]([C:14]2[C:18]3[N:19]=[CH:20][N:21]=[C:22](Cl)[C:17]=3[S:16][CH:15]=2)=[O:13])=[C:4]([Cl:24])[C:3]=1[O:25][CH3:26].[CH2:27]([N:29]1[CH2:34][CH2:33][N:32]([C:35]2[CH:43]=[CH:42][C:38]([C:39]([NH2:41])=[O:40])=[CH:37][CH:36]=2)[CH2:31][CH2:30]1)[CH3:28].CC1(C)C2C(=C(P(C3C=CC=CC=3)C3C=CC=CC=3)C=CC=2)OC2C(P(C3C=CC=CC=3)C3C=CC=CC=3)=CC=CC1=2.C([O-])([O-])=O.[Cs+].[Cs+], predict the reaction product. The product is: [Br:1][C:2]1[C:3]([O:25][CH3:26])=[C:4]([Cl:24])[C:5]([NH:11][C:12]([C:14]2[C:18]3[N:19]=[CH:20][N:21]=[C:22]([NH:41][C:39](=[O:40])[C:38]4[CH:37]=[CH:36][C:35]([N:32]5[CH2:31][CH2:30][N:29]([CH2:27][CH3:28])[CH2:34][CH2:33]5)=[CH:43][CH:42]=4)[C:17]=3[S:16][CH:15]=2)=[O:13])=[C:6]([Cl:10])[C:7]=1[O:8][CH3:9]. (3) Given the reactants [C:1]1([CH3:10])[CH:6]=[CH:5][C:4]([N:7]=[C:8]=[O:9])=[CH:3][CH:2]=1.[C:11]([C:15]([CH2:17][N:18]1[CH2:29][CH2:28][NH:27][CH2:26][CH2:25][N:24]([CH2:30][C:31]([C:33]([CH3:36])([CH3:35])[CH3:34])=[O:32])[CH2:23][CH2:22][N:21]([CH2:37][C:38]([C:40]([CH3:43])([CH3:42])[CH3:41])=[O:39])[CH2:20][CH2:19]1)=[O:16])([CH3:14])([CH3:13])[CH3:12].C(N(CC)CC)C, predict the reaction product. The product is: [C:11]([C:15]([CH2:17][N:18]1[CH2:29][CH2:28][N:27]([C:8](=[O:9])[NH:7][C:4]2[CH:5]=[CH:6][C:1]([CH3:10])=[CH:2][CH:3]=2)[CH2:26][CH2:25][N:24]([CH2:30][C:31]([C:33]([CH3:35])([CH3:34])[CH3:36])=[O:32])[CH2:23][CH2:22][N:21]([CH2:37][C:38]([C:40]([CH3:43])([CH3:42])[CH3:41])=[O:39])[CH2:20][CH2:19]1)=[O:16])([CH3:14])([CH3:12])[CH3:13]. (4) Given the reactants [F:1][C:2]1[CH:7]=[CH:6][C:5]([C:8]2[N:13]=[C:12]3[CH:14]=[CH:15][NH:16][C:11]3=[CH:10][C:9]=2[C:17]2[CH:24]=[CH:23][C:20]([C:21]#[N:22])=[CH:19][CH:18]=2)=[CH:4][CH:3]=1.Br[CH2:26][C@@H:27]1[O:32][CH2:31][CH2:30][N:29]([C:33]([O:35][C:36]([CH3:39])([CH3:38])[CH3:37])=[O:34])[CH2:28]1, predict the reaction product. The product is: [C:21]([C:20]1[CH:23]=[CH:24][C:17]([C:9]2[CH:10]=[C:11]3[N:16]([CH2:26][C@@H:27]4[O:32][CH2:31][CH2:30][N:29]([C:33]([O:35][C:36]([CH3:37])([CH3:39])[CH3:38])=[O:34])[CH2:28]4)[CH:15]=[CH:14][C:12]3=[N:13][C:8]=2[C:5]2[CH:4]=[CH:3][C:2]([F:1])=[CH:7][CH:6]=2)=[CH:18][CH:19]=1)#[N:22]. (5) Given the reactants [CH3:1][CH:2]1[S:13][CH2:12][C:4]2([CH:9]3[CH2:10][CH2:11][N:6]([CH2:7][CH2:8]3)[CH2:5]2)[O:3]1.[S:14](=[O:18])(=[O:17])([OH:16])[OH:15], predict the reaction product. The product is: [CH3:1][CH:2]1[S:13][CH2:12][C:4]2([CH:9]3[CH2:10][CH2:11][N:6]([CH2:7][CH2:8]3)[CH2:5]2)[O:3]1.[S:14]([O-:18])([O-:17])(=[O:16])=[O:15].